This data is from Tyrosyl-DNA phosphodiesterase HTS with 341,365 compounds. The task is: Binary Classification. Given a drug SMILES string, predict its activity (active/inactive) in a high-throughput screening assay against a specified biological target. (1) The drug is Clc1ccc(CCNC(=O)c2c(=O)c3cc(S(=O)(=O)N4CCc5c(C4)cccc5)ccc3n(c2)CC)cc1. The result is 0 (inactive). (2) The molecule is S(CC(=O)Nc1ncccc1)c1n(nnn1)C. The result is 1 (active). (3) The compound is S(c1nn2c(nnc2cc1)c1ccccc1)CC(OCC)=O. The result is 0 (inactive). (4) The drug is S(=O)(=O)(N1CCN(CC1)c1ccc(OC)cc1)CCNC(=O)c1cc2OCOc2cc1. The result is 0 (inactive). (5) The drug is S=C(NCCCOC)NNC(=S)Nc1ccccc1. The result is 0 (inactive). (6) The compound is s1c(NC(=O)/C=C\c2cc3OCOc3cc2)nc(c2ccccc2)c1. The result is 0 (inactive). (7) The molecule is N(C1CCCCC1)CCc1[nH]c2c(n1)cccc2. The result is 0 (inactive).